This data is from Reaction yield outcomes from USPTO patents with 853,638 reactions. The task is: Predict the reaction yield, written as a fraction of the theoretical maximum amount of product (1.0 means a 100% yield; for example, 0.34 means a 34% yield). (1) The reactants are [F:1][C:2]1[CH:7]=[CH:6][C:5]([NH:8][C:9]2[S:13][C:12]3=[N:14][CH:15]=[CH:16][N:11]3[N:10]=2)=[CH:4][CH:3]=1.[I:17]N1C(=O)CCC1=O. The catalyst is CN(C)C=O. The product is [F:1][C:2]1[CH:3]=[CH:4][C:5]([NH:8][C:9]2[S:13][C:12]3=[N:14][CH:15]=[C:16]([I:17])[N:11]3[N:10]=2)=[CH:6][CH:7]=1. The yield is 0.720. (2) The reactants are Cl.[C@H:2]12[CH2:8][C@H:5]([NH:6][CH2:7]1)[CH2:4][N:3]2[CH2:9][C:10]1[CH:25]=[CH:24][C:13]([O:14][C:15]2[S:16][C:17]3[CH:23]=[CH:22][CH:21]=[CH:20][C:18]=3[N:19]=2)=[CH:12][CH:11]=1.CCN(CC)CC.C[Si]([N:37]=[C:38]=[O:39])(C)C. The catalyst is C(Cl)Cl. The product is [S:16]1[C:17]2[CH:23]=[CH:22][CH:21]=[CH:20][C:18]=2[N:19]=[C:15]1[O:14][C:13]1[CH:12]=[CH:11][C:10]([CH2:9][N:3]2[CH2:4][C@@H:5]3[CH2:8][C@H:2]2[CH2:7][N:6]3[C:38]([NH2:37])=[O:39])=[CH:25][CH:24]=1. The yield is 0.850. (3) The reactants are [C:1]([O-:4])(=[O:3])[CH3:2].[Na+].[CH2:6]([O:8][C:9]([C:11](=[CH:16][C:17]1[O:18][C:19]([CH3:22])=[CH:20][CH:21]=1)[CH2:12][C:13](O)=O)=[O:10])[CH3:7]. The catalyst is C(OC(=O)C)(=O)C.ClCCl. The product is [C:1]([O:4][C:13]1[C:21]2[CH:20]=[C:19]([CH3:22])[O:18][C:17]=2[CH:16]=[C:11]([C:9]([O:8][CH2:6][CH3:7])=[O:10])[CH:12]=1)(=[O:3])[CH3:2]. The yield is 0.510. (4) The reactants are [C:1]([C@@H:4]1[CH2:8][C@@H:7]([OH:9])[CH2:6][N:5]1[C:10]([O:12][C:13]([CH3:16])([CH3:15])[CH3:14])=[O:11])(=O)[NH2:2].FC(F)(F)C(OC(=O)C(F)(F)F)=O. The catalyst is N1C=CC=CC=1. The product is [C:1]([C@@H:4]1[CH2:8][C@@H:7]([OH:9])[CH2:6][N:5]1[C:10]([O:12][C:13]([CH3:16])([CH3:15])[CH3:14])=[O:11])#[N:2]. The yield is 0.730.